From a dataset of Full USPTO retrosynthesis dataset with 1.9M reactions from patents (1976-2016). Predict the reactants needed to synthesize the given product. (1) Given the product [CH3:1][O:2][CH2:3][CH2:4][CH2:5][C:6]1[C:10]2[CH:11]=[N:12][C:13]([NH:15][C:16]([NH:18][C@@H:19]([C:21]3[CH:26]=[CH:25][CH:24]=[CH:23][CH:22]=3)[CH3:20])=[O:17])=[CH:14][C:9]=2[NH:8][N:7]=1, predict the reactants needed to synthesize it. The reactants are: [CH3:1][O:2][CH2:3]/[CH:4]=[CH:5]/[C:6]1[C:10]2[CH:11]=[N:12][C:13]([NH:15][C:16]([NH:18][C@@H:19]([C:21]3[CH:26]=[CH:25][CH:24]=[CH:23][CH:22]=3)[CH3:20])=[O:17])=[CH:14][C:9]=2[N:8](C(C2C=CC=CC=2)(C2C=CC=CC=2)C2C=CC=CC=2)[N:7]=1.C(O)(C(F)(F)F)=O. (2) Given the product [CH3:27][O:26][CH2:25][CH2:24][O:23][CH2:22][CH2:21][O:20][CH2:19][CH2:18][S:17][C:16]1[S:15][C:14](=[C:45]2[S:44][C:42]3=[CH:43][N:39]([S:29]([C:32]4[CH:38]=[CH:37][C:35]([CH3:36])=[CH:34][CH:33]=4)(=[O:30])=[O:31])[CH:40]=[C:41]3[S:46]2)[S:13][C:12]=1[S:11][CH2:10][CH2:9][O:8][CH2:7][CH2:6][O:5][CH2:4][CH2:3][O:2][CH3:1], predict the reactants needed to synthesize it. The reactants are: [CH3:1][O:2][CH2:3][CH2:4][O:5][CH2:6][CH2:7][O:8][CH2:9][CH2:10][S:11][C:12]1[S:13][C:14](=S)[S:15][C:16]=1[S:17][CH2:18][CH2:19][O:20][CH2:21][CH2:22][O:23][CH2:24][CH2:25][O:26][CH3:27].[S:29]([N:39]1[CH:43]=[C:42]2[S:44][C:45](=O)[S:46][C:41]2=[CH:40]1)([C:32]1[CH:38]=[CH:37][C:35]([CH3:36])=[CH:34][CH:33]=1)(=[O:31])=[O:30]. (3) The reactants are: [Cl:1][C:2]1[CH:10]=[CH:9][C:5]([C:6](Cl)=[O:7])=[CH:4][CH:3]=1.[CH3:11][O:12][C:13]([C@@H:15]1[NH:20][CH2:19][CH2:18][N:17]([C:21]([O:23][C:24]([CH3:27])([CH3:26])[CH3:25])=[O:22])[CH2:16]1)=[O:14].C(N(CC)CC)C.Cl. Given the product [CH3:11][O:12][C:13]([C@@H:15]1[N:20]([C:6](=[O:7])[C:5]2[CH:9]=[CH:10][C:2]([Cl:1])=[CH:3][CH:4]=2)[CH2:19][CH2:18][N:17]([C:21]([O:23][C:24]([CH3:27])([CH3:26])[CH3:25])=[O:22])[CH2:16]1)=[O:14], predict the reactants needed to synthesize it. (4) Given the product [CH3:28][O:27][C:25]([C:16]1[C:17]2[C:22](=[CH:21][CH:20]=[CH:19][CH:18]=2)[CH:23]=[CH:24][C:15]=1[NH:14][S:11]([C:6]1[CH:7]=[CH:8][CH:9]=[CH:10][C:5]=1[C:3]([OH:4])=[O:2])(=[O:12])=[O:13])=[O:26], predict the reactants needed to synthesize it. The reactants are: C[O:2][C:3]([C:5]1[CH:10]=[CH:9][CH:8]=[CH:7][C:6]=1[S:11]([NH:14][C:15]1[CH:24]=[CH:23][C:22]2[C:17](=[CH:18][CH:19]=[CH:20][CH:21]=2)[C:16]=1[C:25]([O:27][CH3:28])=[O:26])(=[O:13])=[O:12])=[O:4].O.O.[OH-].[Li+].Cl. (5) Given the product [Br:1][C:2]1[CH:3]=[CH:4][C:5]([CH2:8][NH:9][C:10](=[O:14])[CH:11]([CH3:13])[CH3:12])=[N:6][CH:7]=1, predict the reactants needed to synthesize it. The reactants are: [Br:1][C:2]1[CH:3]=[CH:4][C:5]([CH2:8][NH2:9])=[N:6][CH:7]=1.[C:10](O)(=[O:14])[CH:11]([CH3:13])[CH3:12].CN([P+](ON1N=NC2C1=CC=CC=2)(N(C)C)N(C)C)C.F[P-](F)(F)(F)(F)F.C(N(C(C)C)CC)(C)C. (6) Given the product [F:1][C:2]1[C:7]([F:8])=[CH:6][CH:5]=[CH:4][C:3]=1[C:9]1[N:41]=[C:12]2[CH:13]=[N:14][N:15]([CH:17]([C:22]3[O:26][N:25]=[C:24]([C:27]4[CH:32]=[CH:31][C:30]([O:33][CH2:34][CH2:35][CH3:36])=[CH:29][C:28]=4[C:37]([F:38])([F:40])[F:39])[CH:23]=3)[C:18]([NH:43][CH3:42])=[O:20])[CH:16]=[C:11]2[N:10]=1, predict the reactants needed to synthesize it. The reactants are: [F:1][C:2]1[C:7]([F:8])=[CH:6][CH:5]=[CH:4][C:3]=1[C:9]1[N:41]=[C:12]2[CH:13]=[N:14][N:15]([CH:17]([C:22]3[O:26][N:25]=[C:24]([C:27]4[CH:32]=[CH:31][C:30]([O:33][CH2:34][CH2:35][CH3:36])=[CH:29][C:28]=4[C:37]([F:40])([F:39])[F:38])[CH:23]=3)[C:18]([O:20]C)=O)[CH:16]=[C:11]2[N:10]=1.[CH3:42][NH2:43].CO. (7) Given the product [Cl:1][C:2]1[CH:7]=[CH:6][C:5]([CH2:8][C:9]([NH:11][C:12]2[CH:13]=[C:14]([C:18]([C:20]3[C:28]4[CH:27]=[N:26][CH:25]=[N:24][C:23]=4[N:22]([CH:29]([CH3:33])[C:30]([NH:35][CH3:34])=[O:31])[CH:21]=3)=[O:19])[CH:15]=[N:16][CH:17]=2)=[O:10])=[CH:4][CH:3]=1, predict the reactants needed to synthesize it. The reactants are: [Cl:1][C:2]1[CH:7]=[CH:6][C:5]([CH2:8][C:9]([NH:11][C:12]2[CH:13]=[C:14]([C:18]([C:20]3[C:28]4[CH:27]=[N:26][CH:25]=[N:24][C:23]=4[N:22]([CH:29]([CH3:33])[C:30](O)=[O:31])[CH:21]=3)=[O:19])[CH:15]=[N:16][CH:17]=2)=[O:10])=[CH:4][CH:3]=1.[CH3:34][NH2:35]. (8) Given the product [C:12]1([N:9]2[C:5]3=[N:6][CH:7]=[N:8][C:3]([NH:1][N:2]=[CH:22][C:21]4[CH:24]=[CH:25][CH:26]=[C:19]([OH:18])[CH:20]=4)=[C:4]3[CH:11]=[N:10]2)[CH:17]=[CH:16][CH:15]=[CH:14][CH:13]=1, predict the reactants needed to synthesize it. The reactants are: [NH:1]([C:3]1[N:8]=[CH:7][N:6]=[C:5]2[N:9]([C:12]3[CH:17]=[CH:16][CH:15]=[CH:14][CH:13]=3)[N:10]=[CH:11][C:4]=12)[NH2:2].[OH:18][C:19]1[CH:20]=[C:21]([CH:24]=[CH:25][CH:26]=1)[CH:22]=O.C1(N2C3=NC=NC(NN=CC4C=CN=CC=4)=C3C=N2)C=CC=CC=1.